Task: Predict the reaction yield, written as a fraction of the theoretical maximum amount of product (1.0 means a 100% yield; for example, 0.34 means a 34% yield).. Dataset: Reaction yield outcomes from USPTO patents with 853,638 reactions (1) The reactants are [O:1]=[C:2]1[C:10]2([CH2:14][O:13][C:12]3[CH:15]=[C:16]4[C:20](=[CH:21][C:11]2=3)[CH2:19][CH2:18][O:17]4)[C:9]2[C:4](=[CH:5][CH:6]=[CH:7][CH:8]=2)[N:3]1[CH2:22][C:23]1[CH:31]=[CH:30][C:26]([C:27]([NH2:29])=O)=[CH:25][CH:24]=1.CO[C:34](OC)([N:36](C)C)[CH3:35].C(O)(=O)C.O.[NH2:46]N. The catalyst is O1CCOCC1. The product is [CH3:35][C:34]1[NH:29][C:27]([C:26]2[CH:30]=[CH:31][C:23]([CH2:22][N:3]3[C:4]4[C:9](=[CH:8][CH:7]=[CH:6][CH:5]=4)[C:10]4([CH2:14][O:13][C:12]5[CH:15]=[C:16]6[C:20](=[CH:21][C:11]4=5)[CH2:19][CH2:18][O:17]6)[C:2]3=[O:1])=[CH:24][CH:25]=2)=[N:46][N:36]=1. The yield is 0.160. (2) The reactants are [CH2:1]([O:3][C:4]([C:6]1[CH:7]=[N:8][C:9]2[C:14]([C:15]=1Cl)=[CH:13][CH:12]=[CH:11][C:10]=2[N+:17]([O-])=O)=[O:5])[CH3:2].[F:20][C:21]1[CH:22]=[C:23]([CH:26]=[CH:27][CH:28]=1)[CH2:24][NH2:25]. No catalyst specified. The product is [CH2:1]([O:3][C:4]([C:6]1[CH:7]=[N:8][C:9]2[C:14]([C:15]=1[NH:25][CH2:24][C:23]1[CH:26]=[CH:27][CH:28]=[C:21]([F:20])[CH:22]=1)=[CH:13][CH:12]=[CH:11][C:10]=2[NH2:17])=[O:5])[CH3:2]. The yield is 0.900. (3) The reactants are [OH:1][C:2]1[N:10]=[CH:9][CH:8]=[CH:7][C:3]=1[C:4]([OH:6])=[O:5].[OH:11][S:12](O)(=[O:14])=[O:13].O=S(=O)=O. No catalyst specified. The product is [OH:1][C:2]1[N:10]=[CH:9][C:8]([S:12]([OH:14])(=[O:13])=[O:11])=[CH:7][C:3]=1[C:4]([OH:6])=[O:5]. The yield is 0.830. (4) The reactants are [Cl:1][C:2]1[CH:7]=[CH:6][C:5]([C@@H:8]2[N:14]([C:15]([N:17]3[CH2:22][CH2:21][O:20][CH2:19][CH2:18]3)=[O:16])[CH2:13][C:12]3[CH:23]=[CH:24][C:25]([C:27](OC)=[O:28])=[CH:26][C:11]=3[O:10][CH2:9]2)=[CH:4][CH:3]=1.[NH2:31][OH:32].[OH-].[Na+]. The catalyst is C1COCC1.CO. The product is [Cl:1][C:2]1[CH:7]=[CH:6][C:5]([C@@H:8]2[N:14]([C:15]([N:17]3[CH2:22][CH2:21][O:20][CH2:19][CH2:18]3)=[O:16])[CH2:13][C:12]3[CH:23]=[CH:24][C:25]([C:27]([NH:31][OH:32])=[O:28])=[CH:26][C:11]=3[O:10][CH2:9]2)=[CH:4][CH:3]=1. The yield is 0.132. (5) The reactants are C[Si](C)(C)[N:3]1[CH:6]([C:7]2[CH:12]=[CH:11][CH:10]=[CH:9][CH:8]=2)[CH:5]([O:13][Si](C)(C)C)[C:4]1=[O:18].C(N(CC)CC)C.C(OCC)(=O)C. The catalyst is CO.C[Si](C)(C)Cl. The product is [OH:13][C@H:5]1[C@@H:6]([C:7]2[CH:12]=[CH:11][CH:10]=[CH:9][CH:8]=2)[NH:3][C:4]1=[O:18]. The yield is 0.940. (6) The reactants are [CH3:1][C:2]1[CH:24]=[CH:23][C:5]([C:6]([N:8]2[CH:15]3[CH:10]([CH2:11][CH2:12][N:13](C(OC(C)(C)C)=O)[CH2:14]3)[CH2:9]2)=[O:7])=[C:4]([N:25]2[CH:29]=[CH:28][N:27]=[N:26]2)[N:3]=1.C(O)(C(F)(F)F)=O. The catalyst is C(Cl)Cl. The product is [C@H:15]12[N:8]([C:6]([C:5]3[C:4]([N:25]4[CH:29]=[CH:28][N:27]=[N:26]4)=[N:3][C:2]([CH3:1])=[CH:24][CH:23]=3)=[O:7])[CH2:9][C@H:10]1[CH2:11][CH2:12][NH:13][CH2:14]2. The yield is 0.710.